From a dataset of Full USPTO retrosynthesis dataset with 1.9M reactions from patents (1976-2016). Predict the reactants needed to synthesize the given product. (1) Given the product [Cl:1][C:2]1[CH:10]=[C:9]([CH:8]=[CH:7][C:3]=1[C:4]1[O:6][N:29]=[C:28]([C:27]2[CH:32]=[CH:33][C:34]([O:35][CH:36]([CH3:37])[CH3:38])=[C:25]([Cl:24])[CH:26]=2)[N:30]=1)[C:11]#[N:12], predict the reactants needed to synthesize it. The reactants are: [Cl:1][C:2]1[CH:10]=[C:9]([C:11]#[N:12])[CH:8]=[CH:7][C:3]=1[C:4]([OH:6])=O.CN(C=O)C.C(Cl)(=O)C(Cl)=O.[Cl:24][C:25]1[CH:26]=[C:27]([CH:32]=[CH:33][C:34]=1[O:35][CH:36]([CH3:38])[CH3:37])/[C:28](=[N:30]/O)/[NH2:29]. (2) The reactants are: [O:1]([C:8]1[CH:13]=[CH:12][CH:11]=[CH:10][C:9]=1[NH:14][S:15]([C:18]1[CH:30]=[CH:29][C:21]([C:22]([NH:24][CH2:25][C:26]([OH:28])=O)=[O:23])=[CH:20][CH:19]=1)(=[O:17])=[O:16])[C:2]1[CH:7]=[CH:6][CH:5]=[CH:4][CH:3]=1.[CH3:31][C:32]1[N:33]=[C:34]([NH2:37])[S:35][CH:36]=1. Given the product [CH3:31][C:32]1[N:33]=[C:34]([NH:37][C:26]([CH2:25][NH:24][C:22](=[O:23])[C:21]2[CH:29]=[CH:30][C:18]([S:15](=[O:16])(=[O:17])[NH:14][C:9]3[CH:10]=[CH:11][CH:12]=[CH:13][C:8]=3[O:1][C:2]3[CH:3]=[CH:4][CH:5]=[CH:6][CH:7]=3)=[CH:19][CH:20]=2)=[O:28])[S:35][CH:36]=1, predict the reactants needed to synthesize it. (3) Given the product [CH3:18][CH:19]1[NH:20][CH:21]([CH3:25])[CH2:22][N:23]([C:2]2[CH:3]=[CH:4][C:5]([N+:15]([O-:17])=[O:16])=[C:6]([CH:14]=2)[NH:7][C:8]2[CH:13]=[CH:12][CH:11]=[CH:10][CH:9]=2)[CH2:24]1, predict the reactants needed to synthesize it. The reactants are: Br[C:2]1[CH:3]=[CH:4][C:5]([N+:15]([O-:17])=[O:16])=[C:6]([CH:14]=1)[NH:7][C:8]1[CH:13]=[CH:12][CH:11]=[CH:10][CH:9]=1.[CH3:18][CH:19]1[CH2:24][NH:23][CH2:22][CH:21]([CH3:25])[NH:20]1.O.